Dataset: Catalyst prediction with 721,799 reactions and 888 catalyst types from USPTO. Task: Predict which catalyst facilitates the given reaction. (1) Reactant: [N+:1]([C:4]1[CH:9]=[CH:8][C:7]([C:10]2([C:15]#[N:16])[CH2:14][CH2:13][CH2:12][CH2:11]2)=[CH:6][CH:5]=1)([O-])=O. Product: [NH2:1][C:4]1[CH:5]=[CH:6][C:7]([C:10]2([C:15]#[N:16])[CH2:14][CH2:13][CH2:12][CH2:11]2)=[CH:8][CH:9]=1. The catalyst class is: 19. (2) Reactant: C[Si]([NH-])(C)C.[Li+].[C:7]1([C:13]2[O:17][CH:16]=[N:15][C:14]=2[C:18]([O:20][CH2:21][CH3:22])=[O:19])[CH:12]=[CH:11][CH:10]=[CH:9][CH:8]=1.[I:23]I.S([O-])([O-])(=O)=S.[Na+].[Na+]. Product: [I:23][C:16]1[O:17][C:13]([C:7]2[CH:8]=[CH:9][CH:10]=[CH:11][CH:12]=2)=[C:14]([C:18]([O:20][CH2:21][CH3:22])=[O:19])[N:15]=1. The catalyst class is: 7. (3) Reactant: [NH2:1][C:2]1[CH:3]=[C:4]([N:8]2[C:12]3=[N:13][CH:14]=[N:15][C:16]([NH2:17])=[C:11]3[CH:10]=[N:9]2)[CH:5]=[CH:6][CH:7]=1.[S:18]1[CH:22]=[CH:21][C:20]([S:23](Cl)(=[O:25])=[O:24])=[CH:19]1.C(N(C(C)C)CC)(C)C.CN(C=O)C. Product: [NH2:17][C:16]1[N:15]=[CH:14][N:13]=[C:12]2[N:8]([C:4]3[CH:3]=[C:2]([NH:1][S:23]([C:20]4[CH:21]=[CH:22][S:18][CH:19]=4)(=[O:25])=[O:24])[CH:7]=[CH:6][CH:5]=3)[N:9]=[CH:10][C:11]=12. The catalyst class is: 5. (4) Reactant: [CH3:1][S:2][CH2:3][CH2:4][CH:5]=[O:6].[CH2:7](O)[CH2:8][OH:9].C1(C)C=CC(S(O)(=O)=O)=CC=1. Product: [CH3:1][S:2][CH2:3][CH2:4][CH:5]1[O:9][CH2:8][CH2:7][O:6]1. The catalyst class is: 48. (5) Product: [S:2]([OH:5])(=[O:4])(=[O:3])[CH3:1].[CH:6]1([C:9]2[CH:10]=[CH:11][C:12]([N:15]3[C:19]([CH3:20])=[C:18]([C:21]([NH:23][C:24]4[CH:25]=[N:26][C:27]([C:30]5[CH2:35][CH2:34][CH:33]([N:36]6[CH2:41][CH2:40][O:39][CH2:38][CH2:37]6)[CH2:32][CH:31]=5)=[CH:28][CH:29]=4)=[O:22])[CH:17]=[N:16]3)=[N:13][CH:14]=2)[CH2:8][CH2:7]1. The catalyst class is: 147. Reactant: [CH3:1][S:2]([OH:5])(=[O:4])=[O:3].[CH:6]1([C:9]2[CH:10]=[CH:11][C:12]([N:15]3[C:19]([CH3:20])=[C:18]([C:21]([NH:23][C:24]4[CH:25]=[N:26][C:27]([C:30]5[CH2:35][CH2:34][CH:33]([N:36]6[CH2:41][CH2:40][O:39][CH2:38][CH2:37]6)[CH2:32][CH:31]=5)=[CH:28][CH:29]=4)=[O:22])[CH:17]=[N:16]3)=[N:13][CH:14]=2)[CH2:8][CH2:7]1. (6) Reactant: C([O:3][C:4](=[O:26])[CH2:5][C:6]1[N:7]([C:16]2[CH:21]=[CH:20][C:19]([O:22][CH:23]([CH3:25])[CH3:24])=[CH:18][CH:17]=2)[C:8]2[C:13]([CH:14]=1)=[CH:12][C:11]([OH:15])=[CH:10][CH:9]=2)C.[Cl:27][C:28]1[CH:33]=[CH:32][C:31](B(O)O)=[CH:30][CH:29]=1. Product: [Cl:27][C:28]1[CH:33]=[CH:32][C:31]([O:15][C:11]2[CH:12]=[C:13]3[C:8](=[CH:9][CH:10]=2)[N:7]([C:16]2[CH:21]=[CH:20][C:19]([O:22][CH:23]([CH3:25])[CH3:24])=[CH:18][CH:17]=2)[C:6]([CH2:5][C:4]([OH:3])=[O:26])=[CH:14]3)=[CH:30][CH:29]=1. The catalyst class is: 66. (7) Reactant: N[C:2]1[C:3]([C:12]([OH:14])=[O:13])=[CH:4][C:5]2[C:10]([CH:11]=1)=[CH:9][CH:8]=[CH:7][CH:6]=2.[F:15][B-](F)(F)F.[H+].N([O-])=O.[Na+]. Product: [F:15][C:2]1[C:3]([C:12]([OH:14])=[O:13])=[CH:4][C:5]2[C:10]([CH:11]=1)=[CH:9][CH:8]=[CH:7][CH:6]=2. The catalyst class is: 6.